This data is from Forward reaction prediction with 1.9M reactions from USPTO patents (1976-2016). The task is: Predict the product of the given reaction. (1) The product is: [F:6][C:7]1[C:12]([N+:13]([O-:15])=[O:14])=[CH:11][CH:10]=[CH:9][C:18]=1[C:17]([OH:20])=[O:19]. Given the reactants S(=O)(=O)(O)O.[F:6][C:7]1[C:12]([N+:13]([O-:15])=[O:14])=[CH:11][CH:10]=[CH:9]C=1C.[C:17]([OH:20])(=[O:19])[CH3:18], predict the reaction product. (2) Given the reactants [Br:1][C:2]1[CH:10]=[CH:9][C:5]([C:6]([OH:8])=O)=[CH:4][C:3]=1[O:11][CH2:12][CH:13]1[CH2:15][CH2:14]1.Cl.CN(C)CCCN=C=NCC.[C:28]1([S:38]([NH2:41])(=[O:40])=[O:39])[C:29]([S:34]([NH2:37])(=[O:36])=[O:35])=[CH:30][CH:31]=[CH:32][CH:33]=1, predict the reaction product. The product is: [Br:1][C:2]1[CH:10]=[CH:9][C:5]([C:6]([NH:41][S:38]([C:28]2[CH:33]=[CH:32][CH:31]=[CH:30][C:29]=2[S:34](=[O:36])(=[O:35])[NH2:37])(=[O:40])=[O:39])=[O:8])=[CH:4][C:3]=1[O:11][CH2:12][CH:13]1[CH2:15][CH2:14]1. (3) Given the reactants [C:1]([O:5][C:6](=[O:30])[C:7]([CH3:29])([S:9][C:10]1[S:11][CH:12]=[C:13]([CH2:15][CH2:16][CH2:17][N:18]2C(=O)C3=CC=CC=C3C2=O)[N:14]=1)[CH3:8])([CH3:4])([CH3:3])[CH3:2].O.NN, predict the reaction product. The product is: [C:1]([O:5][C:6](=[O:30])[C:7]([S:9][C:10]1[S:11][CH:12]=[C:13]([CH2:15][CH2:16][CH2:17][NH2:18])[N:14]=1)([CH3:29])[CH3:8])([CH3:3])([CH3:2])[CH3:4]. (4) Given the reactants [CH3:1][S:2][C:3]1[CH:12]=[CH:11][C:10]([N:13]2[CH:17]=[N:16][N:15]=[N:14]2)=[CH:9][C:4]=1[C:5]([O:7]C)=[O:6].[OH-].[Na+].Cl, predict the reaction product. The product is: [CH3:1][S:2][C:3]1[CH:12]=[CH:11][C:10]([N:13]2[CH:17]=[N:16][N:15]=[N:14]2)=[CH:9][C:4]=1[C:5]([OH:7])=[O:6].